From a dataset of Forward reaction prediction with 1.9M reactions from USPTO patents (1976-2016). Predict the product of the given reaction. (1) Given the reactants [Br:1][C:2]1[CH:3]=[CH:4][C:5]([N+:9]([O-:11])=[O:10])=[C:6]([CH:8]=1)[NH2:7].[BH-](OC(C)=O)(OC(C)=O)OC(C)=O.[Na+].[CH3:26][S:27][C:28]1[S:29][C:30]2[CH:36]=[C:35]([CH:37]=O)[CH:34]=[CH:33][C:31]=2[N:32]=1, predict the reaction product. The product is: [Br:1][C:2]1[CH:3]=[CH:4][C:5]([N+:9]([O-:11])=[O:10])=[C:6]([CH:8]=1)[NH:7][CH2:37][C:35]1[CH:34]=[CH:33][C:31]2[N:32]=[C:28]([S:27][CH3:26])[S:29][C:30]=2[CH:36]=1. (2) Given the reactants [F:1][C:2]([F:15])([F:14])[C:3]1[C:12]2[C:7](=[C:8]([NH2:13])[CH:9]=[CH:10][CH:11]=2)[N:6]=[CH:5][CH:4]=1.[N+:16]([C:19]1[CH:24]=[CH:23][CH:22]=[CH:21][C:20]=1[S:25](Cl)(=[O:27])=[O:26])([O-:18])=[O:17].N1C=CC=CC=1, predict the reaction product. The product is: [N+:16]([C:19]1[CH:24]=[CH:23][CH:22]=[CH:21][C:20]=1[S:25]([NH:13][C:8]1[CH:9]=[CH:10][CH:11]=[C:12]2[C:7]=1[N:6]=[CH:5][CH:4]=[C:3]2[C:2]([F:1])([F:14])[F:15])(=[O:27])=[O:26])([O-:18])=[O:17]. (3) Given the reactants O.[C:2](=[O:5])([O-])[O-:3].[Ce+3:6].[C:7](=[O:10])([O-])[O-:8].[C:11](=[O:14])([O-])[O-:12].[Ce+3], predict the reaction product. The product is: [C:2]([O-:3])(=[O:5])[CH3:7].[Ce+3:6].[C:7]([O-:8])(=[O:10])[CH3:11].[C:11]([O-:12])(=[O:14])[CH3:2]. (4) Given the reactants N1CCOCC1.[C:7]([S:11][S:12][CH2:13][C@H:14]([NH:101]C(=O)OCC=C)[C:15](=[O:100])[NH:16][CH2:17][CH2:18][CH2:19][CH2:20][C@H:21]1[C:50](=[O:51])[N:49]([CH3:52])[C@@H:48]([CH2:53][CH:54]([CH3:56])[CH3:55])[C:47](=[O:57])[NH:46][C@@H:45]([CH2:58][C:59]2[CH:64]=[CH:63][CH:62]=[CH:61][CH:60]=2)[C:44](=[O:65])[N:43]([CH3:66])[CH2:42][C:41](=[O:67])[N:40]([CH3:68])[C@@H:39]([CH2:69][C:70]2[CH:75]=[CH:74][CH:73]=[CH:72][CH:71]=2)[C:38](=[O:76])[NH:37][C@@H:36]([CH3:77])[C:35](=[O:78])[N:34]([CH3:79])[C@@H:33]([CH3:80])[C:32](=[O:81])[NH:31][C@@H:30]([CH2:82][C:83]2[CH:88]=[CH:87][CH:86]=[CH:85][CH:84]=2)[C:29](=[O:89])[O:28][CH2:27][C:26](=[O:90])[N:25]([CH3:91])[C@@H:24]([CH2:92][C:93]2[CH:98]=[CH:97][CH:96]=[CH:95][CH:94]=2)[C:23](=[O:99])[NH:22]1)([CH3:10])([CH3:9])[CH3:8], predict the reaction product. The product is: [NH2:101][C@@H:14]([CH2:13][S:12][S:11][C:7]([CH3:10])([CH3:8])[CH3:9])[C:15]([NH:16][CH2:17][CH2:18][CH2:19][CH2:20][C@H:21]1[C:50](=[O:51])[N:49]([CH3:52])[C@@H:48]([CH2:53][CH:54]([CH3:56])[CH3:55])[C:47](=[O:57])[NH:46][C@@H:45]([CH2:58][C:59]2[CH:60]=[CH:61][CH:62]=[CH:63][CH:64]=2)[C:44](=[O:65])[N:43]([CH3:66])[CH2:42][C:41](=[O:67])[N:40]([CH3:68])[C@@H:39]([CH2:69][C:70]2[CH:71]=[CH:72][CH:73]=[CH:74][CH:75]=2)[C:38](=[O:76])[NH:37][C@@H:36]([CH3:77])[C:35](=[O:78])[N:34]([CH3:79])[C@@H:33]([CH3:80])[C:32](=[O:81])[NH:31][C@@H:30]([CH2:82][C:83]2[CH:88]=[CH:87][CH:86]=[CH:85][CH:84]=2)[C:29](=[O:89])[O:28][CH2:27][C:26](=[O:90])[N:25]([CH3:91])[C@@H:24]([CH2:92][C:93]2[CH:94]=[CH:95][CH:96]=[CH:97][CH:98]=2)[C:23](=[O:99])[NH:22]1)=[O:100]. (5) Given the reactants [C:1]([O:5][C:6]([N:8]1[CH2:13][CH2:12][C@H:11]([C:14]2[N:15]([CH2:27][CH2:28]O)[CH:16]=[C:17]([C:19]3[CH:24]=[CH:23][C:22]([F:25])=[C:21]([CH3:26])[CH:20]=3)[N:18]=2)[C@H:10]([F:30])[CH2:9]1)=[O:7])([CH3:4])([CH3:3])[CH3:2].C([N:33]([CH:37]([CH3:39])C)[CH:34](C)C)C.CS(Cl)(=O)=O.C(OC(N1CC[C@H](C2N(CCOS(C)(=O)=O)C=C(C3C=CC(F)=C(C)C=3)N=2)[C@H](F)C1)=O)(C)(C)C.N1CCC1, predict the reaction product. The product is: [C:1]([O:5][C:6]([N:8]1[CH2:13][CH2:12][C@H:11]([C:14]2[N:15]([CH2:27][CH2:28][N:33]3[CH2:34][CH2:39][CH2:37]3)[CH:16]=[C:17]([C:19]3[CH:24]=[CH:23][C:22]([F:25])=[C:21]([CH3:26])[CH:20]=3)[N:18]=2)[C@H:10]([F:30])[CH2:9]1)=[O:7])([CH3:3])([CH3:2])[CH3:4].